From a dataset of Catalyst prediction with 721,799 reactions and 888 catalyst types from USPTO. Predict which catalyst facilitates the given reaction. (1) Reactant: [F:1][C:2]1[CH:10]=[CH:9][C:5]([CH:6]=[N:7][OH:8])=[CH:4][CH:3]=1.[Cl:11]N1C(=O)CCC1=O. Product: [F:1][C:2]1[CH:10]=[CH:9][C:5]([C:6]([Cl:11])=[N:7][OH:8])=[CH:4][CH:3]=1. The catalyst class is: 3. (2) Reactant: [CH2:1]([O:3][C:4]1[CH:9]=[C:8]([CH2:10]O)[CH:7]=[CH:6][N:5]=1)[CH3:2].[Br:12]P(Br)(C1C=CC=CC=1)(C1C=CC=CC=1)C1C=CC=CC=1. Product: [CH2:1]([O:3][C:4]1[CH:9]=[C:8]([CH2:10][Br:12])[CH:7]=[CH:6][N:5]=1)[CH3:2]. The catalyst class is: 4. (3) Reactant: [NH:1]([C:8]([N:10]1[CH2:15][CH2:14][N:13]([CH2:16][C@@H:17]2[CH2:22][CH2:21][CH2:20][N:19](C(OC(C)(C)C)=O)[CH2:18]2)[CH2:12][CH2:11]1)=[O:9])[C:2]1[CH:7]=[CH:6][CH:5]=[CH:4][CH:3]=1.C(O)(C(F)(F)F)=O. Product: [C:2]1([NH:1][C:8]([N:10]2[CH2:11][CH2:12][N:13]([CH2:16][C@@H:17]3[CH2:22][CH2:21][CH2:20][NH:19][CH2:18]3)[CH2:14][CH2:15]2)=[O:9])[CH:7]=[CH:6][CH:5]=[CH:4][CH:3]=1. The catalyst class is: 4. (4) Reactant: [CH3:1][O:2][C:3]1[CH:4]=[CH:5][C:6]([CH2:9][OH:10])=[CH:7][CH:8]=1.[H-].[Na+].[H][H].[CH2:15]([O:22][C:23]1[C:24](Br)=[N:25][C:26]([I:29])=[CH:27][CH:28]=1)[C:16]1[CH:21]=[CH:20][CH:19]=[CH:18][CH:17]=1. Product: [CH2:15]([O:22][C:23]1[C:24]([O:10][CH2:9][C:6]2[CH:7]=[CH:8][C:3]([O:2][CH3:1])=[CH:4][CH:5]=2)=[N:25][C:26]([I:29])=[CH:27][CH:28]=1)[C:16]1[CH:17]=[CH:18][CH:19]=[CH:20][CH:21]=1. The catalyst class is: 18. (5) Reactant: [C:1]([O:5][C:6](=[O:9])[NH:7][NH2:8])([CH3:4])([CH3:3])[CH3:2].[N:10]([O-])=O.[Na+]. Product: [C:6]([N:7]=[N+:8]=[N-:10])(=[O:9])[O:5][C:1]([CH3:4])([CH3:3])[CH3:2]. The catalyst class is: 86. (6) The catalyst class is: 2. Product: [Cl:29][C:23]1[CH:22]=[C:21]([C:18]2[CH:19]=[CH:20][N:16]([CH2:15][C@@H:14]([NH:13][C:9]([C:6]3[CH:7]=[CH:8][N:4]([CH:3]=[C:2]([CH3:1])[CH3:12])[N:5]=3)=[O:11])[CH3:30])[N:17]=2)[CH:28]=[CH:27][C:24]=1[C:25]#[N:26]. Reactant: [CH3:1][C:2]([CH3:12])=[CH:3][N:4]1[CH:8]=[CH:7][C:6]([C:9]([OH:11])=O)=[N:5]1.[NH2:13][C@@H:14]([CH3:30])[CH2:15][N:16]1[CH:20]=[CH:19][C:18]([C:21]2[CH:28]=[CH:27][C:24]([C:25]#[N:26])=[C:23]([Cl:29])[CH:22]=2)=[N:17]1. (7) Reactant: [Br:1][C:2]1[CH:3]=[CH:4][C:5]2[S:9](=[O:11])(=[O:10])[N:8]([CH2:12][CH:13]([OH:18])C(OC)=O)[CH:7]([CH3:19])[C:6]=2[CH:20]=1.CS(Cl)(=O)=O.O. Product: [Br:1][C:2]1[CH:3]=[CH:4][C:5]2[S:9](=[O:11])(=[O:10])[N:8]([CH2:12][CH2:13][OH:18])[CH:7]([CH3:19])[C:6]=2[CH:20]=1. The catalyst class is: 2. (8) Reactant: Br[CH2:2][C:3]([C:5]1[C:9]([NH:10][C:11](=[O:20])[C:12]2[C:17]([F:18])=[CH:16][CH:15]=[CH:14][C:13]=2[F:19])=[CH:8][NH:7][N:6]=1)=O.[C:21]([O-:24])(=O)[CH3:22].[NH4+:25].C([O-])([O-])=O.[K+].[K+]. Product: [F:19][C:13]1[CH:14]=[CH:15][CH:16]=[C:17]([F:18])[C:12]=1[C:11]([NH:10][C:9]1[C:5]([C:3]2[N:25]=[C:21]([CH3:22])[O:24][CH:2]=2)=[N:6][NH:7][CH:8]=1)=[O:20]. The catalyst class is: 15.